The task is: Predict the reaction yield, written as a fraction of the theoretical maximum amount of product (1.0 means a 100% yield; for example, 0.34 means a 34% yield).. This data is from Reaction yield outcomes from USPTO patents with 853,638 reactions. (1) The reactants are [CH3:1][O:2][C:3]1[CH:4]=[C:5]2[O:9][C:8]([C:10]3[N:11]=[C:12]4[CH:17]=[CH:16][C:15]([CH3:18])=[N:14][N:13]4[CH:19]=3)=[CH:7][C:6]2=[C:20]([OH:22])[CH:21]=1.[CH3:23][O:24][C:25]1[N:30]=[CH:29][C:28]([C:31]2[CH:32]=[C:33]([CH2:37]O)[CH:34]=[CH:35][CH:36]=2)=[CH:27][N:26]=1.C1(P(C2C=CC=CC=2)C2C=CC=CC=2)C=CC=CC=1.N(C(OC(C)C)=O)=NC(OC(C)C)=O. The catalyst is C1COCC1.C(Cl)Cl. The product is [CH3:1][O:2][C:3]1[CH:21]=[C:20]([O:22][CH2:37][C:33]2[CH:34]=[CH:35][CH:36]=[C:31]([C:28]3[CH:29]=[N:30][C:25]([O:24][CH3:23])=[N:26][CH:27]=3)[CH:32]=2)[C:6]2[CH:7]=[C:8]([C:10]3[N:11]=[C:12]4[CH:17]=[CH:16][C:15]([CH3:18])=[N:14][N:13]4[CH:19]=3)[O:9][C:5]=2[CH:4]=1. The yield is 0.480. (2) The reactants are [OH:1][C:2]1[CH:7]=[CH:6][N:5]=[CH:4][CH:3]=1.F[C:9]1[CH:14]=[CH:13][C:12]([N+:15]([O-:17])=[O:16])=[CH:11][CH:10]=1.C([O-])([O-])=O.[K+].[K+]. The catalyst is CN(C=O)C.O. The product is [N:5]1[CH:6]=[CH:7][C:2]([O:1][C:9]2[CH:14]=[CH:13][C:12]([N+:15]([O-:17])=[O:16])=[CH:11][CH:10]=2)=[CH:3][CH:4]=1. The yield is 0.900. (3) The reactants are [N:1]([CH2:4][CH3:5])=[C:2]=[O:3].C(N(CC)CC)C.Cl.[NH2:14][CH:15]1[CH2:20][CH2:19][C:18](=[O:21])[CH2:17][CH2:16]1. The catalyst is C1(C)C=CC=CC=1. The product is [CH2:4]([NH:1][C:2]([NH:14][CH:15]1[CH2:20][CH2:19][C:18](=[O:21])[CH2:17][CH2:16]1)=[O:3])[CH3:5]. The yield is 0.980. (4) The reactants are [CH3:1][C:2]1[CH:3]=[C:4]([C:9]2[N:13]([CH3:14])[N:12]=[C:11]([C:15](=[N:17][NH:18][C:19]([C:21]3[CH:30]=[CH:29][C:24]([C:25]([O:27]C)=[O:26])=[CH:23][CH:22]=3)=[O:20])[CH3:16])[C:10]=2[OH:31])[CH:5]=[CH:6][C:7]=1[CH3:8].CO.[OH-].[Na+].Cl. The catalyst is O. The product is [CH3:1][C:2]1[CH:3]=[C:4]([C:9]2[N:13]([CH3:14])[N:12]=[C:11]([C:15](=[N:17][NH:18][C:19]([C:21]3[CH:22]=[CH:23][C:24]([C:25]([OH:27])=[O:26])=[CH:29][CH:30]=3)=[O:20])[CH3:16])[C:10]=2[OH:31])[CH:5]=[CH:6][C:7]=1[CH3:8]. The yield is 0.840. (5) The reactants are Cl[C:2]1[C:7]([N+:8]([O-:10])=[O:9])=[CH:6][CH:5]=[C:4]([Cl:11])[N:3]=1.[Cu][C:13]#[N:14]. The catalyst is CN1C(=O)CCC1. The product is [Cl:11][C:4]1[N:3]=[C:2]([C:13]#[N:14])[C:7]([N+:8]([O-:10])=[O:9])=[CH:6][CH:5]=1. The yield is 0.440. (6) The catalyst is C(Cl)Cl. The reactants are [CH2:1]([N:5]1[C:9](=[O:10])[C:8](O)=[C:7]([C:12]2[CH:17]=[CH:16][CH:15]=[CH:14][CH:13]=2)[S:6]1(=[O:19])=[O:18])[CH2:2][CH2:3][CH3:4].C(Cl)(=O)C([Cl:23])=O.CN(C=O)C. The product is [CH2:1]([N:5]1[C:9](=[O:10])[C:8]([Cl:23])=[C:7]([C:12]2[CH:17]=[CH:16][CH:15]=[CH:14][CH:13]=2)[S:6]1(=[O:19])=[O:18])[CH2:2][CH2:3][CH3:4]. The yield is 0.880. (7) The reactants are Cl.[CH:2]12[CH2:9][CH2:8][CH2:7][CH:6]1[CH2:5][NH:4][CH2:3]2.C(=O)([O-])[O-].[K+].[K+].[Cl:16][CH2:17][C:18](Cl)=[O:19]. The catalyst is ClCCl. The product is [Cl:16][CH2:17][C:18]([N:4]1[CH2:5][C@@H:6]2[CH2:7][CH2:8][CH2:9][C@@H:2]2[CH2:3]1)=[O:19]. The yield is 0.950.